This data is from Catalyst prediction with 721,799 reactions and 888 catalyst types from USPTO. The task is: Predict which catalyst facilitates the given reaction. (1) Reactant: Cl[Ni:2]Cl.[C:4]([OH:23])(=[O:22])[CH2:5][CH2:6][CH2:7][CH2:8][CH2:9][CH2:10][CH2:11]/[CH:12]=[CH:13]\[CH2:14][CH2:15][CH2:16][CH2:17][CH2:18][CH2:19][CH2:20][CH3:21].[OH-].[Na+]. Product: [C:4]([O-:23])(=[O:22])[CH2:5][CH2:6][CH2:7][CH2:8][CH2:9][CH2:10][CH2:11]/[CH:12]=[CH:13]\[CH2:14][CH2:15][CH2:16][CH2:17][CH2:18][CH2:19][CH2:20][CH3:21].[Ni+2:2].[C:4]([O-:23])(=[O:22])[CH2:5][CH2:6][CH2:7][CH2:8][CH2:9][CH2:10][CH2:11]/[CH:12]=[CH:13]\[CH2:14][CH2:15][CH2:16][CH2:17][CH2:18][CH2:19][CH2:20][CH3:21]. The catalyst class is: 5. (2) Reactant: [OH:1][CH2:2][C:3]([CH2:8][OH:9])([CH2:6][OH:7])[CH2:4][OH:5].[SH:10][CH:11]([CH3:16])[CH2:12][C:13]([OH:15])=O.[OH2:17].C1(C)[CH:23]=[CH:22][C:21]([S:24](O)(=O)=O)=[CH:20]C=1.[C:29](=[O:32])([O-])O.[Na+]. Product: [SH:24][CH:21]([CH3:20])[CH2:22][C:23]([O:1][CH2:2][C:3]([CH2:8][OH:9])([CH2:6][O:7][C:29](=[O:32])[CH2:12][CH:11]([SH:10])[CH3:16])[CH2:4][O:5][C:13](=[O:15])[CH2:12][CH:11]([SH:10])[CH3:16])=[O:17]. The catalyst class is: 11. (3) Reactant: Cl.[CH3:2][C:3]1([NH2:6])[CH2:5][CH2:4]1.[CH3:7][S:8](Cl)(=[O:10])=[O:9]. Product: [CH3:2][C:3]1([NH:6][S:8]([CH3:7])(=[O:10])=[O:9])[CH2:5][CH2:4]1. The catalyst class is: 300. (4) Reactant: [CH3:1][C:2]1([CH3:14])[C:11]2[C:6](=[C:7]([CH3:13])[CH:8]=[CH:9][C:10]=2[CH3:12])[S:5][CH2:4][CH2:3]1.[Br:15]Br.S([O-])(O)=O.[Na+]. Product: [CH3:1][C:2]1([CH3:14])[C:11]2[C:6](=[C:7]([CH3:13])[CH:8]=[C:9]([Br:15])[C:10]=2[CH3:12])[S:5][CH2:4][CH2:3]1. The catalyst class is: 2.